From a dataset of Forward reaction prediction with 1.9M reactions from USPTO patents (1976-2016). Predict the product of the given reaction. Given the reactants [N:1]1([C:8]2[CH:9]=[CH:10][C:11]3[N:12]([C:14]([C:17]([F:20])([F:19])[F:18])=[N:15][N:16]=3)[N:13]=2)[CH2:7][CH2:6][CH2:5][NH:4][CH2:3][CH2:2]1.[CH:21]([C:23]1[CH:24]=[C:25]([CH:28]=[CH:29][CH:30]=1)[C:26]#[N:27])=O, predict the reaction product. The product is: [F:20][C:17]([F:18])([F:19])[C:14]1[N:12]2[N:13]=[C:8]([N:1]3[CH2:7][CH2:6][CH2:5][N:4]([CH2:21][C:23]4[CH:24]=[C:25]([CH:28]=[CH:29][CH:30]=4)[C:26]#[N:27])[CH2:3][CH2:2]3)[CH:9]=[CH:10][C:11]2=[N:16][N:15]=1.